Dataset: Forward reaction prediction with 1.9M reactions from USPTO patents (1976-2016). Task: Predict the product of the given reaction. Given the reactants N(C(C)(C)C#N)=NC(C)(C)C#N.[Br:13][C:14]1[CH:19]=[CH:18][C:17]([O:20][CH3:21])=[CH:16][C:15]=1[CH3:22].CC1(C)N([Br:29])C(=O)N(Br)C1=O.S([O-])([O-])(=O)=S.[Na+].[Na+], predict the reaction product. The product is: [Br:13][C:14]1[CH:19]=[CH:18][C:17]([O:20][CH3:21])=[CH:16][C:15]=1[CH2:22][Br:29].